Predict the reaction yield, written as a fraction of the theoretical maximum amount of product (1.0 means a 100% yield; for example, 0.34 means a 34% yield). From a dataset of Reaction yield outcomes from USPTO patents with 853,638 reactions. (1) The reactants are [N:1]([CH:4]([C:7]1[N:8]=[C:9]2[CH:18]=[CH:17][CH:16]=[C:15]([CH3:19])[N:10]2[C:11](=[O:14])[C:12]=1I)[CH2:5][CH3:6])=[N+:2]=[N-:3].[C:20]1(B(O)O)[CH:25]=[CH:24][CH:23]=[CH:22][CH:21]=1.C(=O)([O-])[O-].[Na+].[Na+]. The catalyst is O1CCOCC1.O.CCOC(C)=O.C1C=CC([P]([Pd]([P](C2C=CC=CC=2)(C2C=CC=CC=2)C2C=CC=CC=2)([P](C2C=CC=CC=2)(C2C=CC=CC=2)C2C=CC=CC=2)[P](C2C=CC=CC=2)(C2C=CC=CC=2)C2C=CC=CC=2)(C2C=CC=CC=2)C2C=CC=CC=2)=CC=1. The product is [N:1]([CH:4]([C:7]1[N:8]=[C:9]2[CH:18]=[CH:17][CH:16]=[C:15]([CH3:19])[N:10]2[C:11](=[O:14])[C:12]=1[C:20]1[CH:25]=[CH:24][CH:23]=[CH:22][CH:21]=1)[CH2:5][CH3:6])=[N+:2]=[N-:3]. The yield is 0.534. (2) The product is [C:1]([N:5]([C:14]1[CH:33]=[CH:32][C:17]([C:18]([NH:20][C:21]2[CH:30]=[CH:29][C:28]([OH:31])=[C:27]3[C:22]=2[CH:23]=[CH:24][CH:25]=[N:26]3)=[O:19])=[CH:16][CH:15]=1)[OH:6])([CH3:4])([CH3:2])[CH3:3]. The yield is 0.700. The reactants are [C:1]([N:5]([C:14]1[CH:33]=[CH:32][C:17]([C:18]([NH:20][C:21]2[CH:30]=[CH:29][C:28]([OH:31])=[C:27]3[C:22]=2[CH:23]=[CH:24][CH:25]=[N:26]3)=[O:19])=[CH:16][CH:15]=1)[O:6][Si](C(C)(C)C)(C)C)([CH3:4])([CH3:3])[CH3:2].[F-].C([N+](CCCC)(CCCC)CCCC)CCC.O.[NH4+].[Cl-]. The catalyst is C1COCC1.C(OCC)(=O)C. (3) The reactants are [CH3:1][N:2]([CH2:4][C@@H:5]1[C@:11]([C:13]2[CH:18]=[CH:17][CH:16]=[C:15]([OH:19])[CH:14]=2)([OH:12])[CH2:10][C@H:9]2[CH2:20][C@@H:6]1[CH2:7][CH2:8]2)[CH3:3].CCN([CH2:26][CH3:27])CC.O.[C:29]([O-:32])([O-])=O.[K+].[K+]. The catalyst is C(Cl)Cl. The product is [C:5]1([C@H:26]([CH3:27])[C:29]([O:19][C:15]2[CH:16]=[CH:17][CH:18]=[C:13]([C@@:11]3([OH:12])[CH2:10][C@H:9]4[CH2:20][C@H:6]([CH2:7][CH2:8]4)[C@@H:5]3[CH2:4][N:2]([CH3:1])[CH3:3])[CH:14]=2)=[O:32])[CH:11]=[CH:10][CH:9]=[CH:20][CH:6]=1. The yield is 0.847. (4) The reactants are Br[C:2]1[CH:7]=[C:6]([F:8])[CH:5]=[C:4]([Br:9])[CH:3]=1.CC(C)([O-])C.[K+].[CH3:16][N:17]1[CH2:22][CH2:21][NH:20][CH2:19][CH2:18]1. The catalyst is C1(C)C=CC=CC=1. The product is [Br:9][C:4]1[CH:3]=[C:2]([N:20]2[CH2:21][CH2:22][N:17]([CH3:16])[CH2:18][CH2:19]2)[CH:7]=[C:6]([F:8])[CH:5]=1. The yield is 0.372. (5) The reactants are [NH2:1][C:2]1[CH:3]=[C:4]([C:8]2[CH2:9][CH2:10][N:11]([C:14]([O:16][C:17]([CH3:20])([CH3:19])[CH3:18])=[O:15])[CH2:12][CH:13]=2)[CH:5]=[CH:6][CH:7]=1. The catalyst is C(O)C.[Pd]. The product is [NH2:1][C:2]1[CH:3]=[C:4]([CH:8]2[CH2:9][CH2:10][N:11]([C:14]([O:16][C:17]([CH3:20])([CH3:19])[CH3:18])=[O:15])[CH2:12][CH2:13]2)[CH:5]=[CH:6][CH:7]=1. The yield is 0.840. (6) The reactants are C[Al](C)C.[F:5][C:6]([F:10])([F:9])[CH2:7][NH2:8].C[O:12][C:13](=O)[C:14]1[CH:19]=[CH:18][C:17]([O:20][CH2:21][C:22]2[C:23]([C:28]3[CH:33]=[CH:32][CH:31]=[C:30]([F:34])[CH:29]=3)=[N:24][O:25][C:26]=2[CH3:27])=[N:16][CH:15]=1.O. The catalyst is O1CCOCC1. The product is [F:34][C:30]1[CH:29]=[C:28]([C:23]2[C:22]([CH2:21][O:20][C:17]3[CH:18]=[CH:19][C:14]([C:13]([NH:8][CH2:7][C:6]([F:10])([F:9])[F:5])=[O:12])=[CH:15][N:16]=3)=[C:26]([CH3:27])[O:25][N:24]=2)[CH:33]=[CH:32][CH:31]=1. The yield is 0.990. (7) The reactants are Br[C:2]1[CH:19]=[CH:18][CH:17]=[CH:16][C:3]=1[N:4]([C:9]([O:11][C:12]([CH3:15])([CH3:14])[CH3:13])=[O:10])[CH2:5][CH:6]=[CH:7][Cl:8].CC(N=NC(C#N)(C)C)(C#N)C.N#N.CCCC[SnH](CCCC)CCCC. The catalyst is C1(C)C=CC=CC=1. The product is [C:12]([O:11][C:9]([N:4]1[C:3]2[C:16](=[CH:17][CH:18]=[CH:19][CH:2]=2)[CH:6]([CH2:7][Cl:8])[CH2:5]1)=[O:10])([CH3:15])([CH3:14])[CH3:13]. The yield is 0.590.